From a dataset of Full USPTO retrosynthesis dataset with 1.9M reactions from patents (1976-2016). Predict the reactants needed to synthesize the given product. (1) Given the product [CH:24]1([C:2]2[CH:3]=[C:4]([C:12]#[C:13][Si:14]([CH:21]([CH3:23])[CH3:22])([CH:18]([CH3:20])[CH3:19])[CH:15]([CH3:17])[CH3:16])[CH:5]=[CH:6][C:7]=2[O:8][CH:9]([F:11])[F:10])[CH2:26][CH2:25]1, predict the reactants needed to synthesize it. The reactants are: Br[C:2]1[CH:3]=[C:4]([C:12]#[C:13][Si:14]([CH:21]([CH3:23])[CH3:22])([CH:18]([CH3:20])[CH3:19])[CH:15]([CH3:17])[CH3:16])[CH:5]=[CH:6][C:7]=1[O:8][CH:9]([F:11])[F:10].[CH:24]1(B(O)O)[CH2:26][CH2:25]1.P([O-])([O-])([O-])=O.[K+].[K+].[K+].P(C1CCCCC1)(C1CCCCC1)C1CCCCC1.P([O-])([O-])([O-])=O. (2) Given the product [CH3:7][CH:8]([CH3:21])[CH2:9][C:10]1[CH:15]=[CH:14][C:13]([CH:16]([CH3:20])[C:17]([O:19][CH2:39][CH2:38][CH2:37][C:36]([O:35][CH2:28][C:29]2[CH:30]=[CH:31][CH:32]=[CH:33][CH:34]=2)=[O:41])=[O:18])=[CH:12][CH:11]=1, predict the reactants needed to synthesize it. The reactants are: C([O-])(=O)CCC.[CH3:7][CH:8]([CH3:21])[CH2:9][C:10]1[CH:15]=[CH:14][C:13]([CH:16]([CH3:20])[C:17]([OH:19])=[O:18])=[CH:12][CH:11]=1.C(=O)([O-])[O-].[K+].[K+].[CH2:28]([O:35][C:36](=[O:41])[CH2:37][CH2:38][CH2:39]Br)[C:29]1[CH:34]=[CH:33][CH:32]=[CH:31][CH:30]=1.